Dataset: Reaction yield outcomes from USPTO patents with 853,638 reactions. Task: Predict the reaction yield, written as a fraction of the theoretical maximum amount of product (1.0 means a 100% yield; for example, 0.34 means a 34% yield). (1) The reactants are C([NH:11][CH2:12][CH2:13][CH2:14][CH2:15][C:16]1[CH:21]=[CH:20][CH:19]=[CH:18][C:17]=1[O:22][CH2:23][CH:24]([O:30][C:31](=[O:33])[CH3:32])[CH2:25][O:26][C:27](=[O:29])[CH3:28])(OCC1C=CC=CC=1)=O.C(O)(=O)C. The catalyst is CO.[Pd]. The product is [C:31]([O:30][CH:24]([CH2:25][O:26][C:27](=[O:29])[CH3:28])[CH2:23][O:22][C:17]1[CH:18]=[CH:19][CH:20]=[CH:21][C:16]=1[CH2:15][CH2:14][CH2:13][CH2:12][NH2:11])(=[O:33])[CH3:32]. The yield is 0.860. (2) The product is [O:1]1[C:5]2[CH:6]=[CH:7][C:8]([CH2:10][CH:11]3[NH:12][CH2:13][CH2:14][N:15]([C:17]4[C:26]5[C:21](=[CH:22][CH:23]=[C:24]([O:27][CH3:28])[CH:25]=5)[CH:20]=[CH:19][N:18]=4)[CH2:16]3)=[CH:9][C:4]=2[O:3][CH2:2]1. The reactants are [O:1]1[C:5]2[CH:6]=[CH:7][C:8]([CH2:10][CH:11]3[CH2:16][N:15]([C:17]4[C:26]5[C:21](=[CH:22][CH:23]=[C:24]([O:27][CH3:28])[CH:25]=5)[CH:20]=[CH:19][N:18]=4)[CH2:14][CH2:13][N:12]3C(OC(C)(C)C)=O)=[CH:9][C:4]=2[O:3][CH2:2]1.C(=O)([O-])O.[Na+]. The yield is 0.580. The catalyst is Cl.O1CCOCC1. (3) The reactants are [O:1]=[C:2]1[N:7]([CH2:8][C:9]2[CH:14]=[CH:13][C:12]([C:15]3[C:16]([C:21]#[N:22])=[CH:17][CH:18]=[CH:19][CH:20]=3)=[CH:11][CH:10]=2)[C:6]2[S:23][CH:24]=[CH:25][C:5]=2[C:4](=[O:26])[N:3]1[CH2:27][CH2:28][C:29]1[CH:34]=[CH:33][CH:32]=[CH:31][CH:30]=1.P(Cl)(Cl)(Cl)=O.CN(C)[CH:42]=[O:43]. The catalyst is C(Cl)(Cl)Cl. The product is [CH:42]([C:24]1[S:23][C:6]2[N:7]([CH2:8][C:9]3[CH:14]=[CH:13][C:12]([C:15]4[C:16]([C:21]#[N:22])=[CH:17][CH:18]=[CH:19][CH:20]=4)=[CH:11][CH:10]=3)[C:2](=[O:1])[N:3]([CH2:27][CH2:28][C:29]3[CH:34]=[CH:33][CH:32]=[CH:31][CH:30]=3)[C:4](=[O:26])[C:5]=2[CH:25]=1)=[O:43]. The yield is 0.920. (4) The reactants are C([NH:5][S:6]([C:9]1[CH:14]=[CH:13][CH:12]=[C:11]([C:15]2[N:20]=[C:19]([C:21]3[CH:26]=[C:25]([C:27]4[CH:32]=[CH:31][C:30]([C:33]([F:36])([F:35])[F:34])=[C:29]([CH3:37])[CH:28]=4)[CH:24]=[C:23]([CH3:38])[N:22]=3)[CH:18]=[CH:17][CH:16]=2)[CH:10]=1)(=[O:8])=[O:7])(C)(C)C.C(O)(C(F)(F)F)=O. No catalyst specified. The yield is 0.330. The product is [CH3:38][C:23]1[N:22]=[C:21]([C:19]2[CH:18]=[CH:17][CH:16]=[C:15]([C:11]3[CH:10]=[C:9]([S:6]([NH2:5])(=[O:7])=[O:8])[CH:14]=[CH:13][CH:12]=3)[N:20]=2)[CH:26]=[C:25]([C:27]2[CH:32]=[CH:31][C:30]([C:33]([F:36])([F:34])[F:35])=[C:29]([CH3:37])[CH:28]=2)[CH:24]=1. (5) The reactants are Cl[S:2]([C:5]1[CH:13]=[CH:12][C:8]([C:9]([OH:11])=[O:10])=[CH:7][CH:6]=1)(=[O:4])=[O:3].[CH2:14]([NH2:20])[C:15]1[O:19][CH:18]=[CH:17][CH:16]=1.S(Cl)(Cl)(=O)=O. The catalyst is CC(C)=O. The product is [O:19]1[CH:18]=[CH:17][CH:16]=[C:15]1[CH2:14][NH:20][S:2]([C:5]1[CH:13]=[CH:12][C:8]([C:9]([OH:11])=[O:10])=[CH:7][CH:6]=1)(=[O:4])=[O:3]. The yield is 0.680. (6) The product is [Cl:15][C:11]1[CH:12]=[C:13]2[C:8](=[CH:9][CH:10]=1)[NH:7][C:6](=[O:16])[C:5]([C@@H:3]([NH:2][C:18]1[N:23]=[C:22]([N:24]([CH3:30])[C:25]([N:27]([CH3:29])[CH3:28])=[O:26])[CH:21]=[CH:20][N:19]=1)[CH3:4])=[CH:14]2. The yield is 0.122. The catalyst is CS(C)=O.O. The reactants are Cl.[NH2:2][C@H:3]([C:5]1[C:6](=[O:16])[NH:7][C:8]2[C:13]([CH:14]=1)=[CH:12][C:11]([Cl:15])=[CH:10][CH:9]=2)[CH3:4].Cl[C:18]1[N:23]=[C:22]([N:24]([CH3:30])[C:25]([N:27]([CH3:29])[CH3:28])=[O:26])[CH:21]=[CH:20][N:19]=1.CCN(C(C)C)C(C)C.C([O-])([O-])=O.[Cs+].[Cs+].